This data is from NCI-60 drug combinations with 297,098 pairs across 59 cell lines. The task is: Regression. Given two drug SMILES strings and cell line genomic features, predict the synergy score measuring deviation from expected non-interaction effect. (1) Drug 1: C1=CC(=CC=C1CCC2=CNC3=C2C(=O)NC(=N3)N)C(=O)NC(CCC(=O)O)C(=O)O. Drug 2: CCCS(=O)(=O)NC1=C(C(=C(C=C1)F)C(=O)C2=CNC3=C2C=C(C=N3)C4=CC=C(C=C4)Cl)F. Cell line: MCF7. Synergy scores: CSS=34.0, Synergy_ZIP=3.19, Synergy_Bliss=4.56, Synergy_Loewe=-5.86, Synergy_HSA=3.72. (2) Drug 1: CNC(=O)C1=CC=CC=C1SC2=CC3=C(C=C2)C(=NN3)C=CC4=CC=CC=N4. Drug 2: C1=C(C(=O)NC(=O)N1)F. Cell line: MDA-MB-435. Synergy scores: CSS=32.4, Synergy_ZIP=3.17, Synergy_Bliss=5.57, Synergy_Loewe=4.80, Synergy_HSA=5.84. (3) Drug 1: CC12CCC(CC1=CCC3C2CCC4(C3CC=C4C5=CN=CC=C5)C)O. Drug 2: C1CN(P(=O)(OC1)NCCCl)CCCl. Cell line: HT29. Synergy scores: CSS=10.1, Synergy_ZIP=-1.26, Synergy_Bliss=2.43, Synergy_Loewe=-6.51, Synergy_HSA=0.919. (4) Drug 1: CC1=C(C=C(C=C1)NC2=NC=CC(=N2)N(C)C3=CC4=NN(C(=C4C=C3)C)C)S(=O)(=O)N.Cl. Drug 2: CC1CCC2CC(C(=CC=CC=CC(CC(C(=O)C(C(C(=CC(C(=O)CC(OC(=O)C3CCCCN3C(=O)C(=O)C1(O2)O)C(C)CC4CCC(C(C4)OC)OCCO)C)C)O)OC)C)C)C)OC. Cell line: A498. Synergy scores: CSS=7.82, Synergy_ZIP=-6.79, Synergy_Bliss=-3.88, Synergy_Loewe=-22.3, Synergy_HSA=-6.81. (5) Drug 1: C1=NC2=C(N=C(N=C2N1C3C(C(C(O3)CO)O)F)Cl)N. Drug 2: C1=NNC2=C1C(=O)NC=N2. Cell line: HCC-2998. Synergy scores: CSS=20.9, Synergy_ZIP=-3.67, Synergy_Bliss=-1.67, Synergy_Loewe=-17.3, Synergy_HSA=-2.26. (6) Drug 1: C1=CC(=CC=C1CCC2=CNC3=C2C(=O)NC(=N3)N)C(=O)NC(CCC(=O)O)C(=O)O. Drug 2: COCCOC1=C(C=C2C(=C1)C(=NC=N2)NC3=CC=CC(=C3)C#C)OCCOC.Cl. Cell line: DU-145. Synergy scores: CSS=22.9, Synergy_ZIP=-8.03, Synergy_Bliss=-1.42, Synergy_Loewe=3.27, Synergy_HSA=4.23. (7) Drug 1: C1=NC2=C(N=C(N=C2N1C3C(C(C(O3)CO)O)O)F)N. Drug 2: CCC1(C2=C(COC1=O)C(=O)N3CC4=CC5=C(C=CC(=C5CN(C)C)O)N=C4C3=C2)O.Cl. Cell line: CCRF-CEM. Synergy scores: CSS=72.7, Synergy_ZIP=0.732, Synergy_Bliss=-3.30, Synergy_Loewe=-7.37, Synergy_HSA=-3.01.